Predict the product of the given reaction. From a dataset of Forward reaction prediction with 1.9M reactions from USPTO patents (1976-2016). (1) Given the reactants [H-].[Na+].[F:3][C:4]1[CH:9]=[C:8]([F:10])[CH:7]=[CH:6][C:5]=1[SH:11].Cl[C:13]1[CH:14]=[CH:15][C:16]2[N:17]([CH:19]=[CH:20][C:21](=[O:31])[C:22]=2[C:23]2[C:28]([F:29])=[CH:27][CH:26]=[CH:25][C:24]=2[F:30])[N:18]=1, predict the reaction product. The product is: [F:29][C:28]1[CH:27]=[CH:26][CH:25]=[C:24]([F:30])[C:23]=1[C:22]1[C:21](=[O:31])[CH:20]=[CH:19][N:17]2[C:16]=1[CH:15]=[CH:14][C:13]([S:11][C:5]1[CH:6]=[CH:7][C:8]([F:10])=[CH:9][C:4]=1[F:3])=[N:18]2. (2) Given the reactants [NH2:1][C:2]1[C:3]([C:9]([OH:11])=O)=[N:4][C:5]([Br:8])=[CH:6][N:7]=1.[S:12]1[CH:16]=[CH:15][CH:14]=[C:13]1[C:17]([NH:19][NH2:20])=O.BrP(Br)(C1C=CC=CC=1)(C1C=CC=CC=1)C1C=CC=CC=1.CCN(C(C)C)C(C)C, predict the reaction product. The product is: [Br:8][C:5]1[N:4]=[C:3]([C:9]2[O:11][C:17]([C:13]3[S:12][CH:16]=[CH:15][CH:14]=3)=[N:19][N:20]=2)[C:2]([NH2:1])=[N:7][CH:6]=1. (3) Given the reactants [CH3:1][O:2][C:3](=[O:19])[C@@H:4]([NH:11][C:12]([O:14]C(C)(C)C)=O)[CH:5]1[CH2:10][CH2:9][CH2:8][CH2:7][CH2:6]1.[NH:20]([C:28]([O:30][CH2:31][C:32]1[CH:37]=[CH:36][CH:35]=[CH:34][CH:33]=1)=[O:29])[C@H:21](C(O)=O)[CH:22]([CH3:24])[CH3:23], predict the reaction product. The product is: [CH3:1][O:2][C:3](=[O:19])[C@@H:4]([NH:11][C:12](=[O:14])[C@@H:21]([NH:20][C:28]([O:30][CH2:31][C:32]1[CH:37]=[CH:36][CH:35]=[CH:34][CH:33]=1)=[O:29])[CH:22]([CH3:24])[CH3:23])[CH:5]1[CH2:6][CH2:7][CH2:8][CH2:9][CH2:10]1. (4) Given the reactants [CH2:1]([O:8][C:9]1[C:14](=[O:15])[N:13]([CH2:16][C:17]([O:19]C)=O)[C:12](S(C)(=O)=O)=[N:11][C:10]=1[C:25]([O:27][CH2:28][CH3:29])=[O:26])[C:2]1[CH:7]=[CH:6][CH:5]=[CH:4][CH:3]=1.[CH3:30][NH2:31], predict the reaction product. The product is: [CH2:1]([O:8][C:9]1[C:14](=[O:15])[N:13]2[CH2:16][C:17](=[O:19])[N:31]([CH3:30])[C:12]2=[N:11][C:10]=1[C:25]([O:27][CH2:28][CH3:29])=[O:26])[C:2]1[CH:3]=[CH:4][CH:5]=[CH:6][CH:7]=1. (5) Given the reactants Cl[C:2]1[NH:3][S:4](=[O:17])(=[O:16])[C:5]2[CH:11]=[C:10]([O:12][CH3:13])[C:9]([O:14][CH3:15])=[CH:8][C:6]=2[N:7]=1.[CH3:18][O:19][C:20]1[CH:21]=[C:22]2[C:27](=[CH:28][C:29]=1[O:30][CH3:31])[CH2:26][NH:25][CH2:24][CH2:23]2, predict the reaction product. The product is: [CH3:18][O:19][C:20]1[CH:21]=[C:22]2[C:27](=[CH:28][C:29]=1[O:30][CH3:31])[CH2:26][N:25]([C:2]1[NH:3][S:4](=[O:17])(=[O:16])[C:5]3[CH:11]=[C:10]([O:12][CH3:13])[C:9]([O:14][CH3:15])=[CH:8][C:6]=3[N:7]=1)[CH2:24][CH2:23]2. (6) Given the reactants Cl.[CH2:2]([NH:9][OH:10])[C:3]1[CH:8]=[CH:7][CH:6]=[CH:5][CH:4]=1.[CH:11]([C:13]1[C:21]2[C:16](=[CH:17][CH:18]=[CH:19][CH:20]=2)[NH:15][C:14]=1[C:22]([O:24][CH3:25])=[O:23])=O, predict the reaction product. The product is: [CH2:2]([N+:9]([O-:10])=[CH:11][C:13]1[C:21]2[C:16](=[CH:17][CH:18]=[CH:19][CH:20]=2)[NH:15][C:14]=1[C:22]([O:24][CH3:25])=[O:23])[C:3]1[CH:8]=[CH:7][CH:6]=[CH:5][CH:4]=1.